From a dataset of Experimentally validated miRNA-target interactions with 360,000+ pairs, plus equal number of negative samples. Binary Classification. Given a miRNA mature sequence and a target amino acid sequence, predict their likelihood of interaction. (1) The miRNA is hsa-miR-5704 with sequence UUAGGCCAUCAUCCCAUUAUGC. The protein sequence of the target gene is MESCSVAQAGVLTSPFMWRWTGMAGALSALDNTIEDDADDQLPCGEGRPGWVRGELLGSQGVCKDSKDLFVPTSSSLYGCFCVGLVSGMAISVLLLASDFRKLDFSRPEPCFEKEASLWFVAQH. Result: 0 (no interaction). (2) The miRNA is hsa-miR-26b-5p with sequence UUCAAGUAAUUCAGGAUAGGU. The protein sequence of the target gene is MPVRFKGLSEYQRNFLWKKSYLSESCNSSVGRKYPWAGLRSDQLGITKEPSFISKRRVPYHDPQISKSLEWNGAISESNVVASPEPEAPETPKSQEAEQKDVTQERVHSLEASRVPKRTRSHSADSRAEGASDVENNEGVTNHTPVNENVELEHSTKVLSENVDNGLDRLLRKKAGLTVVPSYNALRNSEYQRQFVWKTSKETAPAFAANQVFHNKSQFVPPFKGNSVIHETEYKRNFKGLSPVKEPKLRNDLRENRNLETVSPERKSNKIDDRLKLEAEMELKDLHQPKRKLTPWKHQR.... Result: 1 (interaction). (3) The miRNA is hsa-miR-527 with sequence CUGCAAAGGGAAGCCCUUUC. The protein sequence of the target gene is MPKTMHFLFRFIVFFYLWGLFTAQRQKKEESTEEVKIEVLHRPENCSKTSKKGDLLNAHYDGYLAKDGSKFYCSRTQNEGHPKWFVLGVGQVIKGLDIAMTDMCPGEKRKVVIPPSFAYGKEGYAEGKIPPDATLIFEIELYAVTKGPRSIETFKQIDMDNDRQLSKAEINLYLQREFEKDEKPRDKSYQDAVLEDIFKKNDHDGDGFISPKEYNVYQHDEL. Result: 0 (no interaction). (4) The miRNA is mmu-miR-704 with sequence AGACAUGUGCUCUGCUCCUAG. The protein sequence of the target gene is MAEELGLGFGEGVPVEVLPEGCRHRPEARAGLAARSKACLALTCCLLSFPILAGLSTLLMAGQLRVPGKDCMLRAITEERSEPSPQQVYSPPRGKPRAHLTIKKQTPAPHLKNQLSALHWEHDLGMAFTKNGMKYINKSLVIPESGDYFIYSQITFRGTTSVCGDISRGRRPNKPDSITVVITKVADSYPEPARLLTGSKSVCEISNNWFQSLYLGAMFSLEEGDRLMVNVSDISLVDYTKEDKTFFGAFLL. Result: 0 (no interaction). (5) The miRNA is mmu-miR-686 with sequence AUUGCUUCCCAGACGGUGAAGA. The protein sequence of the target gene is MAARVLRARGAAWAGGLLQRAAPCSLLPRLRTWTSSSNRSREDSWLKSLFVRKVDPRKDAHSNLLAKKETSNLYKLQFHNVKPECLEAYNKICQEVLPKIHEDKHYPCTLVGTWNTWYGEQDQAVHLWRYEGGYPALTEVMNKLRENKEFLEFRKARSDMLLSRKNQLLLEFSFWNEPVPRSGPNIYELRSYQLRPGTMIEWGNYWARAIRFRQDGNEAVGGFFSQIGQLYMVHHLWAYRDLQTREDIRNAAWHKHGWEELVYYTVPLIQEMESRIMIPLKTSPLQ. Result: 0 (no interaction). (6) The miRNA is mmu-miR-431-5p with sequence UGUCUUGCAGGCCGUCAUGCA. The protein sequence of the target gene is MDLVLSAADYYFFTPYVYPATWPEDNIIRQTISLLIVTNLGAYILYFFCATLSYYFVYDHSLMKHPQFLKNQVSREIVFTVKSLPWISIPTVSLFLLELRGYSKLYDDIGDFPNGWIHLMVSVVSFLFFTDMLIYWIHRGLHHRLVYKRIHKPHHIWKIPTPFASHAFHPVDGFLQSLPYHIYPFVFPLHKVVYLGLYVLVNVWTISIHDGDFRVPQILRPFINGSAHHTDHHMFFDYNYGQYFTLWDRIGGSFKHPSSFEGKGPHSYVKNMTEKESNSFAENGCKGKKVGNGEFTKNK. Result: 1 (interaction).